Dataset: Reaction yield outcomes from USPTO patents with 853,638 reactions. Task: Predict the reaction yield, written as a fraction of the theoretical maximum amount of product (1.0 means a 100% yield; for example, 0.34 means a 34% yield). The reactants are [CH3:1][O:2][C:3]1[C:7]([C:8]([NH2:10])=O)=[CH:6][N:5]([C:11]2[CH:16]=[CH:15][C:14]([C:17]([F:20])([F:19])[F:18])=[CH:13][CH:12]=2)[N:4]=1.N1C=CC=CC=1.O(S(C(F)(F)F)(=O)=O)S(C(F)(F)F)(=O)=O. The catalyst is ClCCl.O. The product is [CH3:1][O:2][C:3]1[C:7]([C:8]#[N:10])=[CH:6][N:5]([C:11]2[CH:12]=[CH:13][C:14]([C:17]([F:20])([F:18])[F:19])=[CH:15][CH:16]=2)[N:4]=1. The yield is 0.600.